Task: Predict the reaction yield, written as a fraction of the theoretical maximum amount of product (1.0 means a 100% yield; for example, 0.34 means a 34% yield).. Dataset: Reaction yield outcomes from USPTO patents with 853,638 reactions The reactants are Br[C:2]1[CH:3]=[C:4]([CH:9]=[CH:10][C:11]=1[CH2:12][NH:13][C@H:14]([CH3:17])[CH2:15][OH:16])[C:5]([O:7][CH3:8])=[O:6].C([O-])([O-])=O.[K+].[K+]. The catalyst is [Cu]I.C(O)(C)C. The product is [CH3:17][C@H:14]1[NH:13][CH2:12][C:11]2[CH:10]=[CH:9][C:4]([C:5]([O:7][CH3:8])=[O:6])=[CH:3][C:2]=2[O:16][CH2:15]1. The yield is 0.720.